This data is from Full USPTO retrosynthesis dataset with 1.9M reactions from patents (1976-2016). The task is: Predict the reactants needed to synthesize the given product. Given the product [CH3:25][O:24][N:23]([CH3:22])[C:10](=[O:12])[C:9]1[CH:13]=[CH:14][C:15]([C:17]([F:20])([F:19])[F:18])=[N:16][C:8]=1[NH:7][C:1]1[CH:2]=[CH:3][CH:4]=[CH:5][CH:6]=1, predict the reactants needed to synthesize it. The reactants are: [C:1]1([NH:7][C:8]2[N:16]=[C:15]([C:17]([F:20])([F:19])[F:18])[CH:14]=[CH:13][C:9]=2[C:10]([OH:12])=O)[CH:6]=[CH:5][CH:4]=[CH:3][CH:2]=1.Cl.[CH3:22][NH:23][O:24][CH3:25].F[P-](F)(F)(F)(F)F.N1(OC(N(C)C)=[N+](C)C)C2C=CC=CC=2N=N1.C(N(CC)C(C)C)(C)C.